From a dataset of Forward reaction prediction with 1.9M reactions from USPTO patents (1976-2016). Predict the product of the given reaction. (1) Given the reactants [CH3:1][Mg]Br.[Br:4][C:5]1[CH:19]=[CH:18][C:8]([CH:9]=[N:10][S:11]([C:14]([CH3:17])([CH3:16])[CH3:15])(=[O:13])=[O:12])=[CH:7][C:6]=1[F:20], predict the reaction product. The product is: [Br:4][C:5]1[CH:19]=[CH:18][C:8]([CH:9]([NH:10][S:11]([C:14]([CH3:16])([CH3:17])[CH3:15])(=[O:13])=[O:12])[CH3:1])=[CH:7][C:6]=1[F:20]. (2) Given the reactants Br[CH2:2][C:3]1[CH:12]=[C:11]([N+:13]([O-:15])=[O:14])[C:10]([Cl:16])=[CH:9][C:4]=1[C:5](OC)=[O:6].C[CH2:18][N:19](CC)CC.CN.CCO.Cl, predict the reaction product. The product is: [Cl:16][C:10]1[CH:9]=[C:4]2[C:3]([CH2:2][N:19]([CH3:18])[C:5]2=[O:6])=[CH:12][C:11]=1[N+:13]([O-:15])=[O:14]. (3) Given the reactants COC1C=CC(C([NH:24][C:25]2[N:30]([CH3:31])[C:29](=[O:32])[C:28]([CH3:34])([CH3:33])[C@:27]([C:36]3[CH:41]=[C:40](Br)[CH:39]=[CH:38][C:37]=3[F:43])([CH3:35])[N:26]=2)(C2C=CC(OC)=CC=2)C2C=CC=CC=2)=CC=1.[CH3:44][C:45]1([CH3:55])[CH2:49][C:48]2[CH:50]=[CH:51][CH:52]=[C:53]([NH2:54])[C:47]=2[O:46]1, predict the reaction product. The product is: [NH2:24][C:25]1[N:30]([CH3:31])[C:29](=[O:32])[C:28]([CH3:33])([CH3:34])[C@:27]([C:36]2[CH:41]=[C:40]([NH:54][C:53]3[C:47]4[O:46][C:45]([CH3:55])([CH3:44])[CH2:49][C:48]=4[CH:50]=[CH:51][CH:52]=3)[CH:39]=[CH:38][C:37]=2[F:43])([CH3:35])[N:26]=1. (4) Given the reactants [CH2:1]([O:8][C:9]([N:11]1[CH2:20][CH2:19][C:18]2[C:13](=[C:14]([OH:22])[CH:15]=[CH:16][C:17]=2Br)[CH2:12]1)=[O:10])[C:2]1[CH:7]=[CH:6][CH:5]=[CH:4][CH:3]=1.C[C:24]([N:26](C)C)=O, predict the reaction product. The product is: [CH2:1]([O:8][C:9]([N:11]1[CH2:20][CH2:19][C:18]2[C:13](=[C:14]([OH:22])[CH:15]=[CH:16][C:17]=2[C:24]#[N:26])[CH2:12]1)=[O:10])[C:2]1[CH:7]=[CH:6][CH:5]=[CH:4][CH:3]=1. (5) Given the reactants [CH3:1][O:2][C:3](=[O:25])[CH2:4][C:5]1[C:14]([CH3:15])=[C:13](OS(C(F)(F)F)(=O)=O)[C:12]2[C:7](=[CH:8][CH:9]=[C:10]([F:24])[CH:11]=2)[CH:6]=1.CC1(C)C(C)(C)OB([CH2:34][C:35]2[CH:40]=[CH:39][C:38]([CH3:41])=[CH:37][CH:36]=2)O1.C1(P(C2CCCCC2)C2C=CC=CC=2C2C(OC)=CC=CC=2OC)CCCCC1.P([O-])([O-])([O-])=O.[K+].[K+].[K+], predict the reaction product. The product is: [CH3:1][O:2][C:3](=[O:25])[CH2:4][C:5]1[C:14]([CH3:15])=[C:13]([CH2:34][C:35]2[CH:40]=[CH:39][C:38]([CH3:41])=[CH:37][CH:36]=2)[C:12]2[C:7](=[CH:8][CH:9]=[C:10]([F:24])[CH:11]=2)[CH:6]=1. (6) Given the reactants [CH3:1][C:2]1[CH:7]=[CH:6][CH:5]=[CH:4][C:3]=1[S:8]([O-:10])=[O:9].[Na+].Br[C:13]1[CH:21]=[CH:20][C:19]2[N:18]([CH3:22])[C:17]3[CH2:23][CH:24]4[NH:28][CH:27]([C:16]=3[C:15]=2[C:14]=1[C:29]([O:31][C:32]([CH3:35])([CH3:34])[CH3:33])=[O:30])[CH2:26][CH2:25]4, predict the reaction product. The product is: [CH3:1][C:2]1[CH:7]=[CH:6][CH:5]=[CH:4][C:3]=1[S:8]([C:13]1[CH:21]=[CH:20][C:19]2[N:18]([CH3:22])[C:17]3[CH2:23][CH:24]4[NH:28][CH:27]([C:16]=3[C:15]=2[C:14]=1[C:29]([O:31][C:32]([CH3:35])([CH3:34])[CH3:33])=[O:30])[CH2:26][CH2:25]4)(=[O:10])=[O:9].